From a dataset of Catalyst prediction with 721,799 reactions and 888 catalyst types from USPTO. Predict which catalyst facilitates the given reaction. (1) Reactant: [NH2:1][C:2]1[CH:15]=[CH:14][C:13]([O:16][C:17]([F:20])([F:19])[F:18])=[CH:12][C:3]=1[C:4]([NH:6][CH2:7][C:8]([O:10]C)=[O:9])=[O:5].[OH-].[Na+].C(O)(=O)CC(CC(O)=O)(C(O)=O)O. Product: [NH2:1][C:2]1[CH:15]=[CH:14][C:13]([O:16][C:17]([F:18])([F:19])[F:20])=[CH:12][C:3]=1[C:4]([NH:6][CH2:7][C:8]([OH:10])=[O:9])=[O:5]. The catalyst class is: 125. (2) Product: [Cl:1][C:2]1[N:3]=[C:4]([O:33][CH:31]2[CH2:30][CH:29]([NH:28][C:27](=[O:34])[O:26][C:22]([CH3:24])([CH3:23])[CH3:25])[CH2:32]2)[C:5]2[C:10]([C:11]#[N:12])=[CH:9][N:8]([CH2:13][O:14][CH2:15][CH2:16][Si:17]([CH3:20])([CH3:19])[CH3:18])[C:6]=2[N:7]=1. Reactant: [Cl:1][C:2]1[N:3]=[C:4](Cl)[C:5]2[C:10]([C:11]#[N:12])=[CH:9][N:8]([CH2:13][O:14][CH2:15][CH2:16][Si:17]([CH3:20])([CH3:19])[CH3:18])[C:6]=2[N:7]=1.[C:22]([O:26][C:27](=[O:34])[NH:28][CH:29]1[CH2:32][CH:31]([OH:33])[CH2:30]1)([CH3:25])([CH3:24])[CH3:23].C[Si]([N-][Si](C)(C)C)(C)C.[K+]. The catalyst class is: 1. (3) The catalyst class is: 2. Reactant: N(C(OCC)=O)=NC(OCC)=O.[ClH:13].[F:14][C:15]1[CH:34]=[C:33]([CH3:35])[C:32]([O:36]C(OC)=O)=[CH:31][C:16]=1[NH:17][C:18]1[C:27]2[C:22](=[CH:23][C:24](O)=[C:25](OC)[CH:26]=2)[N:21]=[CH:20][N:19]=1.C1(P(C2C=CC=CC=2)C2C=CC=CC=2)C=CC=CC=1.[N:60]1([CH2:65][CH2:66][OH:67])[CH:64]=[N:63][CH:62]=[N:61]1. Product: [ClH:13].[F:14][C:15]1[CH:34]=[C:33]([CH3:35])[C:32]([OH:36])=[CH:31][C:16]=1[NH:17][C:18]1[C:27]2[C:22](=[CH:23][C:24]([O:67][CH2:66][CH2:65][N:60]3[CH:64]=[N:63][CH:62]=[N:61]3)=[CH:25][CH:26]=2)[N:21]=[CH:20][N:19]=1. (4) Reactant: [F:1][C:2]1[CH:22]=[CH:21][C:20]([C:23]([NH:25][C:26]2[CH:31]=[C:30]([CH3:32])[CH:29]=[CH:28][C:27]=2[F:33])=[O:24])=[CH:19][C:3]=1[O:4][C:5]1[CH:10]=[CH:9][N:8]=[C:7]([C:11]2[NH:15][CH:14]=[C:13]([C:16]([OH:18])=O)[CH:12]=2)[CH:6]=1.CN(C(ON1N=NC2C=CC=NC1=2)=[N+](C)C)C.F[P-](F)(F)(F)(F)F.C(N(CC)C(C)C)(C)C.[NH2:67][CH2:68][CH2:69][CH2:70][N:71]1[CH2:76][CH2:75][O:74][CH2:73][CH2:72]1. Product: [F:1][C:2]1[CH:22]=[CH:21][C:20]([C:23]([NH:25][C:26]2[CH:31]=[C:30]([CH3:32])[CH:29]=[CH:28][C:27]=2[F:33])=[O:24])=[CH:19][C:3]=1[O:4][C:5]1[CH:10]=[CH:9][N:8]=[C:7]([C:11]2[NH:15][CH:14]=[C:13]([C:16]([NH:67][CH2:68][CH2:69][CH2:70][N:71]3[CH2:76][CH2:75][O:74][CH2:73][CH2:72]3)=[O:18])[CH:12]=2)[CH:6]=1. The catalyst class is: 18. (5) Reactant: CC1C=CC(S(O[CH2:12][CH:13]2[CH2:22][CH2:21][C:20]3[C:15](=[CH:16][C:17]([S:23]([CH3:26])(=[O:25])=[O:24])=[CH:18][CH:19]=3)[O:14]2)(=O)=O)=CC=1.[CH2:27]([NH2:31])[CH2:28][CH2:29][CH3:30]. Product: [CH3:26][S:23]([C:17]1[CH:16]=[C:15]2[C:20]([CH2:21][CH2:22][CH:13]([CH2:12][NH:31][CH2:27][CH2:28][CH2:29][CH3:30])[O:14]2)=[CH:19][CH:18]=1)(=[O:24])=[O:25]. The catalyst class is: 10. (6) Reactant: [N:1]([C@H:4]1[CH2:9][N:8]([C:10]([O:12][C:13]([CH3:16])([CH3:15])[CH3:14])=[O:11])[C@H:7]([C:17]([O:19][CH3:20])=[O:18])[CH2:6][CH2:5]1)=[N+]=[N-]. The catalyst class is: 19. Product: [NH2:1][C@H:4]1[CH2:9][N:8]([C:10]([O:12][C:13]([CH3:14])([CH3:15])[CH3:16])=[O:11])[C@H:7]([C:17]([O:19][CH3:20])=[O:18])[CH2:6][CH2:5]1.